Task: Regression. Given two drug SMILES strings and cell line genomic features, predict the synergy score measuring deviation from expected non-interaction effect.. Dataset: NCI-60 drug combinations with 297,098 pairs across 59 cell lines (1) Drug 2: C1CN(P(=O)(OC1)NCCCl)CCCl. Drug 1: CCN(CC)CCNC(=O)C1=C(NC(=C1C)C=C2C3=C(C=CC(=C3)F)NC2=O)C. Synergy scores: CSS=-0.957, Synergy_ZIP=2.51, Synergy_Bliss=-4.08, Synergy_Loewe=4.73, Synergy_HSA=-5.42. Cell line: LOX IMVI. (2) Drug 1: CC12CCC3C(C1CCC2=O)CC(=C)C4=CC(=O)C=CC34C. Drug 2: CC1=CC2C(CCC3(C2CCC3(C(=O)C)OC(=O)C)C)C4(C1=CC(=O)CC4)C. Cell line: OVCAR-5. Synergy scores: CSS=38.1, Synergy_ZIP=5.44, Synergy_Bliss=3.11, Synergy_Loewe=-23.8, Synergy_HSA=0.436. (3) Drug 1: C1C(C(OC1N2C=C(C(=O)NC2=O)F)CO)O. Drug 2: C1CC(=O)NC(=O)C1N2C(=O)C3=CC=CC=C3C2=O. Cell line: KM12. Synergy scores: CSS=26.1, Synergy_ZIP=2.20, Synergy_Bliss=1.62, Synergy_Loewe=-23.2, Synergy_HSA=1.04.